This data is from Reaction yield outcomes from USPTO patents with 853,638 reactions. The task is: Predict the reaction yield, written as a fraction of the theoretical maximum amount of product (1.0 means a 100% yield; for example, 0.34 means a 34% yield). The reactants are [C:1]([O:4][C:5](=[O:7])[CH3:6])(=O)[CH3:2].[CH2:8]([O:15][CH2:16][CH2:17][CH2:18]C(O)C)[C:9]1[CH:14]=[CH:13][CH:12]=[CH:11][CH:10]=1.CO. The catalyst is N1C=CC=CC=1. The product is [C:5]([O:4][CH:1]([CH2:18][CH2:17][CH2:16][O:15][CH2:8][C:9]1[CH:14]=[CH:13][CH:12]=[CH:11][CH:10]=1)[CH3:2])(=[O:7])[CH3:6]. The yield is 0.360.